Task: Predict the reactants needed to synthesize the given product.. Dataset: Full USPTO retrosynthesis dataset with 1.9M reactions from patents (1976-2016) (1) Given the product [OH:1][CH2:2][CH2:3][C@H:4]1[C@@H:5]([CH2:16][OH:17])[CH2:6][N:7]([C:9]([O:11][C:12]([CH3:15])([CH3:14])[CH3:13])=[O:10])[CH2:8]1, predict the reactants needed to synthesize it. The reactants are: [O:1]=[C:2]1[O:17][CH2:16][C@H:5]2[CH2:6][N:7]([C:9]([O:11][C:12]([CH3:15])([CH3:14])[CH3:13])=[O:10])[CH2:8][C@H:4]2[CH2:3]1.[Cl-].[Ca+2].[Cl-].[BH4-].[Na+].[Cl-].[Na+]. (2) Given the product [F:1][C:2]1[CH:3]=[C:4]([CH:7]=[CH:8][C:9]=1[O:10][C:11]1[CH:16]=[CH:15][C:14]([O:17][CH3:18])=[CH:13][CH:12]=1)[CH2:5][NH2:19], predict the reactants needed to synthesize it. The reactants are: [F:1][C:2]1[CH:3]=[C:4]([CH:7]=[CH:8][C:9]=1[O:10][C:11]1[CH:16]=[CH:15][C:14]([O:17][CH3:18])=[CH:13][CH:12]=1)[CH:5]=O.[NH3:19]. (3) Given the product [CH2:20]([NH:19][C:14]1[C:13]([C:11]([C:6]2[C:5]3[C:9](=[C:10]([Cl:35])[CH:2]=[CH:3][CH:4]=3)[NH:8][CH:7]=2)=[O:12])=[CH:18][CH:17]=[CH:16][N:15]=1)[C:24]1[CH:23]=[CH:22][CH:21]=[CH:27][CH:26]=1, predict the reactants needed to synthesize it. The reactants are: Cl[C:2]1[CH:10]=[C:9]2[C:5]([C:6]([C:11]([C:13]3[C:14]([NH:19][CH:20]4[CH2:24][CH2:23][CH2:22][CH2:21]4)=[N:15][CH:16]=[CH:17][CH:18]=3)=[O:12])=[CH:7][NH:8]2)=[CH:4][CH:3]=1.Cl[C:26]1C=C2C(C=CN2)=C[CH:27]=1.[Cl:35]C1C=CC=C2C=1NC=C2.C1(N)CCCC1.C(N)C1C=CC=CC=1. (4) Given the product [Cl:1][CH2:2][CH2:3][CH2:4][N:6]([CH2:13][CH2:14][NH:16][CH2:17][CH3:18])[C:7]1[CH:12]=[CH:11][CH:10]=[CH:9][CH:8]=1, predict the reactants needed to synthesize it. The reactants are: [Cl:1][CH2:2][CH2:3][C:4]([N:6]([CH2:13][C:14]([NH:16][CH2:17][CH3:18])=O)[C:7]1[CH:12]=[CH:11][CH:10]=[CH:9][CH:8]=1)=O.B.C1COCC1.Cl.B.